From a dataset of Forward reaction prediction with 1.9M reactions from USPTO patents (1976-2016). Predict the product of the given reaction. (1) The product is: [Br:1][C:2]1[CH:3]=[C:4]2[C:9](=[CH:10][CH:11]=1)[N:8]=[C:31]([CH:30]([O:32][CH3:17])[O:33][CH3:34])[CH:6]=[CH:5]2. Given the reactants [Br:1][C:2]1[CH:3]=[C:4]2[C:9](=[CH:10][CH:11]=1)[N:8]=C(C)[CH:6]=[CH:5]2.[Se](=O)=O.O.[C:17]1(C)C=CC(S(O)(=O)=O)=CC=1.[OH-].[Na+].[C:30]([O:33][CH2:34]C)(=[O:32])[CH3:31], predict the reaction product. (2) Given the reactants [F:1][C:2]1[CH:3]=[C:4]([CH:37]=[C:38]([F:40])[CH:39]=1)[CH2:5][NH:6][C:7](=[O:36])[CH:8](C)[C:9]([NH:11][CH:12]([CH2:25][C:26]1[C:34]2[C:29](=[CH:30][CH:31]=[CH:32][CH:33]=2)[NH:28][CH:27]=1)[C:13]([N:15]1[CH2:24][CH2:23][C:22]2[C:17](=[CH:18][CH:19]=[CH:20][CH:21]=2)[CH2:16]1)=[O:14])=[O:10].FC1C=C(C=C(F)C=1)CNC(=O)CC(O)=O, predict the reaction product. The product is: [F:1][C:2]1[CH:3]=[C:4]([CH:37]=[C:38]([F:40])[CH:39]=1)[CH2:5][NH:6][C:7](=[O:36])[CH2:8][C:9]([NH:11][CH:12]([CH2:25][C:26]1[C:34]2[C:29](=[CH:30][CH:31]=[CH:32][CH:33]=2)[NH:28][CH:27]=1)[C:13]([N:15]1[CH2:24][CH2:23][C:22]2[C:17](=[CH:18][CH:19]=[CH:20][CH:21]=2)[CH2:16]1)=[O:14])=[O:10]. (3) The product is: [Br:1][C:2]1[CH:8]=[CH:7][C:5]([NH:6][C:12]([NH2:13])=[NH:11])=[C:4]([O:9][CH3:10])[CH:3]=1. Given the reactants [Br:1][C:2]1[CH:8]=[CH:7][C:5]([NH2:6])=[C:4]([O:9][CH3:10])[CH:3]=1.[N:11]#[C:12][NH2:13], predict the reaction product. (4) Given the reactants [NH2:1][C:2]([NH:4][C:5]1[C:6]([C:18]([NH2:20])=[O:19])=[N:7][N:8]([C:10]2[CH:15]=[CH:14][C:13](I)=[C:12]([CH3:17])[CH:11]=2)[CH:9]=1)=[O:3].N#N.C(N(C(C)C)CC)(C)C.C(O)CO.[F:36][C:37]1[CH:42]=[CH:41][C:40]([SH:43])=[CH:39][CH:38]=1, predict the reaction product. The product is: [F:36][C:37]1[CH:42]=[CH:41][C:40]([S:43][C:13]2[CH:14]=[CH:15][C:10]([N:8]3[CH:9]=[C:5]([NH:4][C:2]([NH2:1])=[O:3])[C:6]([C:18]([NH2:20])=[O:19])=[N:7]3)=[CH:11][C:12]=2[CH3:17])=[CH:39][CH:38]=1. (5) Given the reactants [C:1]([NH:20][CH2:21][CH2:22][CH2:23][N:24]([CH3:26])[CH3:25])(=[O:19])[CH2:2][CH2:3][CH2:4][CH2:5][CH2:6][CH2:7][CH2:8][CH2:9][CH2:10][CH2:11][CH2:12][CH2:13][CH2:14][CH2:15][CH2:16][CH2:17][CH3:18].[Cl:27][CH2:28][C:29]([O:31][C:32]1[CH:37]=[CH:36][C:35]([CH:38]([CH3:40])[CH3:39])=[C:34]([CH3:41])[CH:33]=1)=[O:30].ClCC([O-])=O, predict the reaction product. The product is: [Cl-:27].[CH3:26][N+:24]([CH3:25])([CH2:28][C:29]([O:31][C:32]1[CH:37]=[CH:36][C:35]([CH:38]([CH3:40])[CH3:39])=[C:34]([CH3:41])[CH:33]=1)=[O:30])[CH2:23][CH2:22][CH2:21][NH:20][C:1](=[O:19])[CH2:2][CH2:3][CH2:4][CH2:5][CH2:6][CH2:7][CH2:8][CH2:9][CH2:10][CH2:11][CH2:12][CH2:13][CH2:14][CH2:15][CH2:16][CH2:17][CH3:18]. (6) Given the reactants [CH3:1][O:2][C:3]([C:5]1[CH:6]=[C:7]2[C:12](=[CH:13][CH:14]=1)[CH:11]=[C:10](C(O)=O)[CH:9]=[CH:8]2)=[O:4].CC[N:20](CC)CC.C1C=CC(P(N=[N+]=[N-])(C2C=CC=CC=2)=O)=CC=1.[C:42]([O-:45])(O)=[O:43].[Na+].[CH3:47][C:48](O)([CH3:50])[CH3:49], predict the reaction product. The product is: [C:48]([O:45][C:42]([NH:20][C:10]1[CH:11]=[C:12]2[C:7](=[CH:8][CH:9]=1)[CH:6]=[C:5]([C:3]([O:2][CH3:1])=[O:4])[CH:14]=[CH:13]2)=[O:43])([CH3:50])([CH3:49])[CH3:47].